From a dataset of Reaction yield outcomes from USPTO patents with 853,638 reactions. Predict the reaction yield, written as a fraction of the theoretical maximum amount of product (1.0 means a 100% yield; for example, 0.34 means a 34% yield). The reactants are [Br:1][C:2]1[CH:12]=[CH:11][C:5]([O:6][CH2:7][C:8]([NH2:10])=[O:9])=[C:4]([C:13]#[N:14])[CH:3]=1.N1CCC[CH2:17][CH2:16]1.[NH2:21][CH2:22][C:23]1[CH:24]=[C:25]([N:29]([CH3:31])[CH3:30])[CH:26]=[CH:27][CH:28]=1. No catalyst specified. The product is [Br:1][C:2]1[CH:12]=[CH:11][C:5]2[O:6][C:7]3[C:8](=[O:9])[NH:10][C:16]([CH2:17][NH:21][CH2:22][C:23]4[CH:28]=[CH:27][CH:26]=[C:25]([N:29]([CH3:31])[CH3:30])[CH:24]=4)=[N:14][C:13]=3[C:4]=2[CH:3]=1. The yield is 0.100.